Dataset: Reaction yield outcomes from USPTO patents with 853,638 reactions. Task: Predict the reaction yield, written as a fraction of the theoretical maximum amount of product (1.0 means a 100% yield; for example, 0.34 means a 34% yield). The reactants are [N+]([C:4]1[CH:11]=[CH:10][CH:9]=[C:8]([N+:12]([O-:14])=[O:13])[C:5]=1[C:6]#[N:7])([O-])=O.[O:15]1[CH:19]=[CH:18][C:17]([CH2:20][OH:21])=[CH:16]1. No catalyst specified. The product is [N+:12]([C:8]1[CH:9]=[CH:10][CH:11]=[C:4]([O:21][CH2:20][C:17]2[CH:18]=[CH:19][O:15][CH:16]=2)[C:5]=1[C:6]#[N:7])([O-:14])=[O:13]. The yield is 1.00.